This data is from Reaction yield outcomes from USPTO patents with 853,638 reactions. The task is: Predict the reaction yield, written as a fraction of the theoretical maximum amount of product (1.0 means a 100% yield; for example, 0.34 means a 34% yield). The yield is 0.930. The reactants are [NH:1]1[C:9]2[C:4](=[N:5][CH:6]=[C:7]([C:10]([O:12][CH3:13])=[O:11])[CH:8]=2)[CH:3]=[CH:2]1.[Cl:14]N1C(=O)CCC1=O. The catalyst is CN(C)C=O.O. The product is [Cl:14][C:3]1[C:4]2=[N:5][CH:6]=[C:7]([C:10]([O:12][CH3:13])=[O:11])[CH:8]=[C:9]2[NH:1][CH:2]=1.